Task: Predict the reaction yield, written as a fraction of the theoretical maximum amount of product (1.0 means a 100% yield; for example, 0.34 means a 34% yield).. Dataset: Reaction yield outcomes from USPTO patents with 853,638 reactions (1) The reactants are [Br:1][C:2]1[CH:7]=[CH:6][C:5]([C@H:8]([NH:10]C(=O)C(F)(F)F)[CH3:9])=[CH:4][CH:3]=1.[OH-].[Na+]. The catalyst is CO. The product is [Br:1][C:2]1[CH:7]=[CH:6][C:5]([C@H:8]([NH2:10])[CH3:9])=[CH:4][CH:3]=1. The yield is 0.730. (2) The reactants are Cl[C:2]1[C:3]2[S:10][C:9]([C:11]3[CH:12]=[N:13][N:14]([CH3:16])[CH:15]=3)=[CH:8][C:4]=2[N:5]=[CH:6][N:7]=1.[CH2:17]([NH:24][C:25]([N:27]1[CH2:32][CH2:31][NH:30][CH2:29][CH2:28]1)=[O:26])[C:18]1[CH:23]=[CH:22][CH:21]=[CH:20][CH:19]=1.C(N(CC)CC)C. The catalyst is C(#N)C. The product is [CH2:17]([NH:24][C:25]([N:27]1[CH2:32][CH2:31][N:30]([C:2]2[C:3]3[S:10][C:9]([C:11]4[CH:12]=[N:13][N:14]([CH3:16])[CH:15]=4)=[CH:8][C:4]=3[N:5]=[CH:6][N:7]=2)[CH2:29][CH2:28]1)=[O:26])[C:18]1[CH:23]=[CH:22][CH:21]=[CH:20][CH:19]=1. The yield is 0.480.